Dataset: Full USPTO retrosynthesis dataset with 1.9M reactions from patents (1976-2016). Task: Predict the reactants needed to synthesize the given product. (1) Given the product [CH3:21][C:20]1[N:22]=[N:28][C:7]2[CH2:9][N:37]([C:42]([O:44][C:45]([CH3:48])([CH3:47])[CH3:46])=[O:43])[CH2:4][CH2:3][C:2]=2[N:1]=1, predict the reactants needed to synthesize it. The reactants are: [NH2:1][C@H:2]([C:7]([C:9](OCC1C=CC=CC=1)=O)=O)[CH2:3][CH2:4]SC.I.[C:20](SC)(=[NH:22])[CH3:21].C([N:28](CC)C(C)C)(C)C.O=C1C(=O)CC[N:37]([C:42]([O:44][C:45]([CH3:48])([CH3:47])[CH3:46])=[O:43])C1. (2) Given the product [N:19]1[C:18]2[NH:22][CH:23]=[CH:24][C:17]=2[C:16]([C:14]2[CH:13]=[N:12][N:11]([CH:8]([CH2:9][CH3:10])[CH2:7][N:1]3[CH2:6][CH2:5][N:4]([C:33]([C:34]4[CH:39]=[CH:38][C:37]([F:48])=[CH:36][CH:35]=4)=[O:40])[CH2:3][CH2:2]3)[CH:15]=2)=[N:21][CH:20]=1, predict the reactants needed to synthesize it. The reactants are: [N:1]1([CH2:7][CH:8]([N:11]2[CH:15]=[C:14]([C:16]3[C:17]4[CH:24]=[CH:23][N:22](COCC[Si](C)(C)C)[C:18]=4[N:19]=[CH:20][N:21]=3)[CH:13]=[N:12]2)[CH2:9][CH3:10])[CH2:6][CH2:5][NH:4][CH2:3][CH2:2]1.[C:33](Cl)(=[O:40])[C:34]1[CH:39]=[CH:38][CH:37]=[CH:36][CH:35]=1.ClCCl.C(O)(C(F)(F)[F:48])=O. (3) Given the product [NH2:2][C:1](=[N:22][OH:23])[C:3]1[CH:12]=[C:11]2[C:6]([CH2:7][CH2:8][N:9]([CH2:13][CH2:14][C:15]([O:17][C:18]([CH3:21])([CH3:20])[CH3:19])=[O:16])[CH2:10]2)=[CH:5][CH:4]=1, predict the reactants needed to synthesize it. The reactants are: [C:1]([C:3]1[CH:12]=[C:11]2[C:6]([CH2:7][CH2:8][N:9]([CH2:13][CH2:14][C:15]([O:17][C:18]([CH3:21])([CH3:20])[CH3:19])=[O:16])[CH2:10]2)=[CH:5][CH:4]=1)#[N:2].[NH2:22][OH:23]. (4) The reactants are: [C:1]1([N:7]2[CH2:12][CH2:11][N:10]([CH2:13][CH2:14][CH2:15][CH2:16][N:17]3C(=O)C4=CC=CC=C4C3=O)[CH2:9][CH2:8]2)[CH:6]=[CH:5][CH:4]=[CH:3][CH:2]=1.NN. Given the product [C:1]1([N:7]2[CH2:8][CH2:9][N:10]([CH2:13][CH2:14][CH2:15][CH2:16][NH2:17])[CH2:11][CH2:12]2)[CH:2]=[CH:3][CH:4]=[CH:5][CH:6]=1, predict the reactants needed to synthesize it.